Task: Predict which catalyst facilitates the given reaction.. Dataset: Catalyst prediction with 721,799 reactions and 888 catalyst types from USPTO (1) Reactant: [CH2:1]([O:8][C:9]1[CH:18]=[CH:17][C:16]([CH:19]([OH:40])[CH2:20][NH:21][C:22]([CH3:39])([CH3:38])[CH2:23][CH2:24][N:25]2[CH:29]=[N:28][C:27]([C:30]3[CH:35]=[CH:34][C:33]([O:36][CH3:37])=[CH:32][CH:31]=3)=[N:26]2)=[CH:15][C:10]=1[C:11](OC)=[O:12])[C:2]1[CH:7]=[CH:6][CH:5]=[CH:4][CH:3]=1.[Cl-].[Ca+2].[Cl-].[BH4-].[Na+]. Product: [CH2:1]([O:8][C:9]1[CH:18]=[CH:17][C:16]([CH:19]([OH:40])[CH2:20][NH:21][C:22]([CH3:39])([CH3:38])[CH2:23][CH2:24][N:25]2[CH:29]=[N:28][C:27]([C:30]3[CH:31]=[CH:32][C:33]([O:36][CH3:37])=[CH:34][CH:35]=3)=[N:26]2)=[CH:15][C:10]=1[CH2:11][OH:12])[C:2]1[CH:3]=[CH:4][CH:5]=[CH:6][CH:7]=1. The catalyst class is: 214. (2) Reactant: [O:1]1[C:5]([C:6]([OH:8])=O)=[CH:4][N:3]=[CH:2]1.Cl.[NH2:10][C@H:11]([CH2:18][C:19]1[CH:24]=[CH:23][C:22]([C:25]2[CH:30]=[C:29]([F:31])[CH:28]=[CH:27][C:26]=2[O:32][CH3:33])=[CH:21][CH:20]=1)[CH2:12][C:13]([O:15][CH2:16][CH3:17])=[O:14].CN(C(ON1N=NC2C=CC=NC1=2)=[N+](C)C)C.F[P-](F)(F)(F)(F)F. Product: [F:31][C:29]1[CH:28]=[CH:27][C:26]([O:32][CH3:33])=[C:25]([C:22]2[CH:21]=[CH:20][C:19]([CH2:18][C@@H:11]([NH:10][C:6]([C:5]3[O:1][CH:2]=[N:3][CH:4]=3)=[O:8])[CH2:12][C:13]([O:15][CH2:16][CH3:17])=[O:14])=[CH:24][CH:23]=2)[CH:30]=1. The catalyst class is: 85.